Dataset: CYP2C9 inhibition data for predicting drug metabolism from PubChem BioAssay. Task: Regression/Classification. Given a drug SMILES string, predict its absorption, distribution, metabolism, or excretion properties. Task type varies by dataset: regression for continuous measurements (e.g., permeability, clearance, half-life) or binary classification for categorical outcomes (e.g., BBB penetration, CYP inhibition). Dataset: cyp2c9_veith. (1) The molecule is Cn1c(=O)c(-c2ccc(Cl)cc2)nc2cnc(Oc3ccccc3)nc21. The result is 0 (non-inhibitor). (2) The compound is N[C@H]1CCN(O)C1=O. The result is 0 (non-inhibitor). (3) The molecule is O=C(Cn1ccc([N+](=O)[O-])n1)N1CCc2ccccc2C1. The result is 0 (non-inhibitor). (4) The molecule is COC(=O)c1nnn(Cc2ccccc2)c1N. The result is 0 (non-inhibitor). (5) The compound is CCCCCOc1ccc(OC(=O)c2ccncc2)cc1. The result is 1 (inhibitor). (6) The result is 0 (non-inhibitor). The drug is CC[n+]1c(/C=C/Nc2ccccc2)oc2ccccc21.[I-]. (7) The result is 0 (non-inhibitor). The compound is Cc1ccc(C(=O)C(OC(=O)CN2C(=O)c3ccccc3C2=O)c2ccccc2)cc1. (8) The drug is NC(N)=NC(N)=Nc1cccc(Cl)c1. The result is 0 (non-inhibitor). (9) The drug is COc1ccc(CNc2nc(-c3ccccc3OC)nc3ccccc23)c(OC)c1. The result is 0 (non-inhibitor).